This data is from Forward reaction prediction with 1.9M reactions from USPTO patents (1976-2016). The task is: Predict the product of the given reaction. (1) Given the reactants [CH3:1][O:2][C:3](=[O:42])[CH2:4][C:5]1[CH:10]=[CH:9][CH:8]=[CH:7][C:6]=1[C:11]#[C:12][C:13]1[C:18]([C:19]([F:22])([F:21])[F:20])=[CH:17][N:16]=[C:15]([NH:23][C:24]2[CH:25]=[N:26][N:27]([CH:29]3[CH2:34][CH2:33][N:32]([C:35]([O:37][C:38]([CH3:41])([CH3:40])[CH3:39])=[O:36])[CH2:31][CH2:30]3)[CH:28]=2)[N:14]=1, predict the reaction product. The product is: [CH3:1][O:2][C:3](=[O:42])[CH2:4][C:5]1[CH:10]=[CH:9][CH:8]=[CH:7][C:6]=1[CH2:11][CH2:12][C:13]1[C:18]([C:19]([F:21])([F:22])[F:20])=[CH:17][N:16]=[C:15]([NH:23][C:24]2[CH:25]=[N:26][N:27]([CH:29]3[CH2:30][CH2:31][N:32]([C:35]([O:37][C:38]([CH3:40])([CH3:41])[CH3:39])=[O:36])[CH2:33][CH2:34]3)[CH:28]=2)[N:14]=1. (2) Given the reactants [NH2:1][C:2]1[CH:9]=[CH:8][C:7]([Br:10])=[CH:6][C:3]=1[C:4]#[N:5].[CH3:11][N:12]([CH:14](OC)OC)[CH3:13], predict the reaction product. The product is: [Br:10][C:7]1[CH:8]=[CH:9][C:2]([N:1]=[CH:11][N:12]([CH3:14])[CH3:13])=[C:3]([C:4]#[N:5])[CH:6]=1. (3) Given the reactants [N:1]1([C:6]2[CH:7]=[CH:8][C:9]([O:12][C:13]3[CH:14]=[C:15]([CH:30]=[CH:31][CH:32]=3)[CH:16]=[C:17]3[CH2:22][CH2:21][N:20](C(OC(C)(C)C)=O)[CH2:19][CH2:18]3)=[N:10][CH:11]=2)[CH2:5][CH2:4][CH2:3][CH2:2]1.C(O)(C(F)(F)F)=O, predict the reaction product. The product is: [NH:20]1[CH2:21][CH2:22][C:17](=[CH:16][C:15]2[CH:14]=[C:13]([CH:32]=[CH:31][CH:30]=2)[O:12][C:9]2[CH:8]=[CH:7][C:6]([N:1]3[CH2:2][CH2:3][CH2:4][CH2:5]3)=[CH:11][N:10]=2)[CH2:18][CH2:19]1.